Predict the reactants needed to synthesize the given product. From a dataset of Retrosynthesis with 50K atom-mapped reactions and 10 reaction types from USPTO. (1) Given the product O=C(O)c1cccc(CN(c2ccnc(-c3ccc(OCC4CCCCC4)cc3)n2)C2CCCC2)c1, predict the reactants needed to synthesize it. The reactants are: COC(=O)c1cccc(CN(c2ccnc(-c3ccc(OCC4CCCCC4)cc3)n2)C2CCCC2)c1. (2) Given the product Cc1nn(Cc2ccc(C(=O)NN)nc2)c(C)c1-c1ccc(C#N)c(Cl)c1, predict the reactants needed to synthesize it. The reactants are: COC(=O)c1ccc(Cn2nc(C)c(-c3ccc(C#N)c(Cl)c3)c2C)cn1.NN.